Dataset: Catalyst prediction with 721,799 reactions and 888 catalyst types from USPTO. Task: Predict which catalyst facilitates the given reaction. (1) Reactant: [NH2:1][C:2]1[CH:10]=[C:9]2[C:5]([CH:6]=[N:7][NH:8]2)=[CH:4][CH:3]=1.[CH2:11]([CH:18]1[CH2:23][CH2:22][N:21]([C:24](=[O:28])[C:25](O)=[O:26])[CH2:20][CH2:19]1)[C:12]1[CH:17]=[CH:16][CH:15]=[CH:14][CH:13]=1. Product: [CH2:11]([CH:18]1[CH2:19][CH2:20][N:21]([C:24](=[O:28])[C:25]([NH:1][C:2]2[CH:10]=[C:9]3[C:5]([CH:6]=[N:7][NH:8]3)=[CH:4][CH:3]=2)=[O:26])[CH2:22][CH2:23]1)[C:12]1[CH:13]=[CH:14][CH:15]=[CH:16][CH:17]=1. The catalyst class is: 27. (2) Reactant: CO[CH2:3][N:4]([CH2:10][C:11]1[CH:16]=[CH:15][CH:14]=[CH:13][CH:12]=1)[CH2:5][Si](C)(C)C.C([O:19][C:20](=[O:30])[C:21]#[C:22][C:23]1[CH:28]=[CH:27][C:26]([Cl:29])=[CH:25][CH:24]=1)C.FC(F)(F)C(O)=O.[OH-].[Na+]. Product: [CH2:10]([N:4]1[CH2:3][C:22]([C:23]2[CH:24]=[CH:25][C:26]([Cl:29])=[CH:27][CH:28]=2)=[C:21]([C:20]([OH:30])=[O:19])[CH2:5]1)[C:11]1[CH:12]=[CH:13][CH:14]=[CH:15][CH:16]=1. The catalyst class is: 2.